Dataset: Full USPTO retrosynthesis dataset with 1.9M reactions from patents (1976-2016). Task: Predict the reactants needed to synthesize the given product. (1) Given the product [ClH:1].[F:20][C:18]1[CH:17]=[CH:16][CH:15]=[C:14]2[C:19]=1[N:11]([C@@H:4]([C:5]1[CH:10]=[CH:9][CH:8]=[CH:7][CH:6]=1)[C@H:3]([OH:21])[CH2:2][NH:23][CH3:22])[CH2:12][CH2:13]2, predict the reactants needed to synthesize it. The reactants are: [Cl:1][CH2:2][C@@H:3]([OH:21])[C@@H:4]([N:11]1[C:19]2[C:14](=[CH:15][CH:16]=[CH:17][C:18]=2[F:20])[CH2:13][CH2:12]1)[C:5]1[CH:10]=[CH:9][CH:8]=[CH:7][CH:6]=1.[CH3:22][NH2:23].C(O)C. (2) Given the product [Cl:1][C:2]1[C:6]([Cl:7])=[C:5]([CH3:8])[NH:4][C:3]=1[C:9]([Cl:37])=[O:10], predict the reactants needed to synthesize it. The reactants are: [Cl:1][C:2]1[C:6]([Cl:7])=[C:5]([CH3:8])[NH:4][C:3]=1[C:9](N[C@@H]1CCN(C2SC(C([O-])=O)=CN=2)C[C@@H]1F)=[O:10].OCC(CO)([NH3+])CO.O=S(Cl)[Cl:37]. (3) Given the product [CH2:28]([O:27][C:25]([NH:1][C@H:2]1[CH2:7][CH2:6][N:5]([C:8]([O:10][C:11]([CH3:12])([CH3:13])[CH3:14])=[O:9])[CH2:4][C@H:3]1[O:15][CH2:16][CH2:17][CH3:18])=[O:26])[C:29]1[CH:34]=[CH:33][CH:32]=[CH:31][CH:30]=1, predict the reactants needed to synthesize it. The reactants are: [NH2:1][C@H:2]1[CH2:7][CH2:6][N:5]([C:8]([O:10][C:11]([CH3:14])([CH3:13])[CH3:12])=[O:9])[CH2:4][C@H:3]1[O:15][CH2:16][CH2:17][CH3:18].C(=O)(O)[O-].[Na+].Cl[C:25]([O:27][CH2:28][C:29]1[CH:34]=[CH:33][CH:32]=[CH:31][CH:30]=1)=[O:26].C1COCC1. (4) Given the product [CH:30]1[C:42]2[CH:41]([CH2:43][O:44][C:45](=[O:46])[NH:1][C:2]3[CH:3]=[CH:4][C:5]([S:8][C:9]4[CH:26]=[CH:25][C:12]([C:13](=[O:14])[NH:15][C:16]5[S:17][C:18]([C:21]([CH3:24])([CH3:22])[CH3:23])=[CH:19][N:20]=5)=[CH:11][C:10]=4[N+:27]([O-:29])=[O:28])=[CH:6][CH:7]=3)[C:40]3[C:35](=[CH:36][CH:37]=[CH:38][CH:39]=3)[C:34]=2[CH:33]=[CH:32][CH:31]=1, predict the reactants needed to synthesize it. The reactants are: [NH2:1][C:2]1[CH:7]=[CH:6][C:5]([S:8][C:9]2[CH:26]=[CH:25][C:12]([C:13]([NH:15][C:16]3[S:17][C:18]([C:21]([CH3:24])([CH3:23])[CH3:22])=[CH:19][N:20]=3)=[O:14])=[CH:11][C:10]=2[N+:27]([O-:29])=[O:28])=[CH:4][CH:3]=1.[CH:30]1[C:42]2[CH:41]([CH2:43][O:44][C:45](Cl)=[O:46])[C:40]3[C:35](=[CH:36][CH:37]=[CH:38][CH:39]=3)[C:34]=2[CH:33]=[CH:32][CH:31]=1.N1C=CC=CC=1.